This data is from TCR-epitope binding with 47,182 pairs between 192 epitopes and 23,139 TCRs. The task is: Binary Classification. Given a T-cell receptor sequence (or CDR3 region) and an epitope sequence, predict whether binding occurs between them. (1) The epitope is KPLEFGATSAAL. The TCR CDR3 sequence is CASSQAFEGETQYF. Result: 0 (the TCR does not bind to the epitope). (2) The epitope is IVTDFSVIK. The TCR CDR3 sequence is CASSDSVGTGANVLTF. Result: 0 (the TCR does not bind to the epitope). (3) The epitope is MPASWVMRI. The TCR CDR3 sequence is CASSSGQGSYEQYF. Result: 1 (the TCR binds to the epitope). (4) The epitope is GLCTLVAML. The TCR CDR3 sequence is CASSTGTGKPTDTQYF. Result: 0 (the TCR does not bind to the epitope).